From a dataset of NCI-60 drug combinations with 297,098 pairs across 59 cell lines. Regression. Given two drug SMILES strings and cell line genomic features, predict the synergy score measuring deviation from expected non-interaction effect. Drug 1: CC(C1=C(C=CC(=C1Cl)F)Cl)OC2=C(N=CC(=C2)C3=CN(N=C3)C4CCNCC4)N. Drug 2: CN(C)N=NC1=C(NC=N1)C(=O)N. Cell line: SK-MEL-28. Synergy scores: CSS=-7.62, Synergy_ZIP=1.81, Synergy_Bliss=-3.58, Synergy_Loewe=-10.3, Synergy_HSA=-8.39.